Dataset: Catalyst prediction with 721,799 reactions and 888 catalyst types from USPTO. Task: Predict which catalyst facilitates the given reaction. (1) Reactant: [CH3:1][O:2][C@@H:3]1[CH2:7][N:6](C(OCC2C=CC=CC=2)=O)[C@H:5]([C:18](=[O:26])[NH:19][C:20]2[CH:25]=[N:24][CH:23]=[CH:22][N:21]=2)[CH2:4]1. Product: [CH3:1][O:2][C@@H:3]1[CH2:7][NH:6][C@H:5]([C:18]([NH:19][C:20]2[CH:25]=[N:24][CH:23]=[CH:22][N:21]=2)=[O:26])[CH2:4]1. The catalyst class is: 19. (2) Reactant: [C:1]([C:3]1[CH:4]=[C:5]([C:9](=O)[CH2:10][C:11]([O:13]CC)=O)[CH:6]=[CH:7][CH:8]=1)#[N:2].C(=O)([O-])[O-].[NH2:21][C:22]([NH2:24])=[NH2+:23].[NH2:21][C:22]([NH2:24])=[NH2+:23].Cl. Product: [NH2:23][C:22]1[NH:24][C:11](=[O:13])[CH:10]=[C:9]([C:5]2[CH:4]=[C:3]([CH:8]=[CH:7][CH:6]=2)[C:1]#[N:2])[N:21]=1. The catalyst class is: 8. (3) Reactant: [CH:1]([O:4][C:5]1[C:10]([O:11][CH3:12])=[CH:9][C:8](I)=[CH:7][C:6]=1[OH:14])([CH3:3])[CH3:2].[Si:15]([C:22]#[C:23][CH2:24][O:25][Si:26]([C:29]([CH3:32])([CH3:31])[CH3:30])([CH3:28])[CH3:27])([C:18]([CH3:21])([CH3:20])[CH3:19])([CH3:17])[CH3:16].[Cl-].[Li+].C(=O)([O-])[O-].[Na+].[Na+]. Product: [Si:15]([CH:22]1[C:23](=[CH:24][O:25][Si:26]([C:29]([CH3:32])([CH3:31])[CH3:30])([CH3:27])[CH3:28])[C:7]2[CH:8]=[CH:9][C:10]([O:11][CH3:12])=[C:5]([O:4][CH:1]([CH3:2])[CH3:3])[C:6]=2[O:14]1)([C:18]([CH3:21])([CH3:20])[CH3:19])([CH3:17])[CH3:16]. The catalyst class is: 613. (4) Reactant: [C:1]([C:3]1[CH:8]=[CH:7][C:6]([C:9]2[N:13]3[CH:14]=[C:15]([C:18]4[CH:41]=[CH:40][C:21]([C:22]([N:24]5[CH2:29][CH2:28][CH:27]([CH2:30][CH2:31][NH:32]C(=O)OC(C)(C)C)[CH2:26][CH2:25]5)=[O:23])=[CH:20][CH:19]=4)[N:16]=[CH:17][C:12]3=[N:11][CH:10]=2)=[CH:5][CH:4]=1)#[N:2].C(O)(C(F)(F)F)=O. Product: [NH2:32][CH2:31][CH2:30][CH:27]1[CH2:28][CH2:29][N:24]([C:22]([C:21]2[CH:40]=[CH:41][C:18]([C:15]3[N:16]=[CH:17][C:12]4[N:13]([C:9]([C:6]5[CH:5]=[CH:4][C:3]([C:1]#[N:2])=[CH:8][CH:7]=5)=[CH:10][N:11]=4)[CH:14]=3)=[CH:19][CH:20]=2)=[O:23])[CH2:25][CH2:26]1. The catalyst class is: 2. (5) Reactant: CN(C)C(=O)C.[NH2:7][C:8]1[CH:9]=[C:10]([CH:19]=[CH:20][C:21]=1[NH2:22])[C:11]([C:13]1[CH:18]=[CH:17][CH:16]=[CH:15][CH:14]=1)=[O:12].S([O-])(O)=O.[Na+].[CH:28]([C:30]1[O:34][C:33]([C:35]([OH:37])=[O:36])=[CH:32][CH:31]=1)=O. Product: [C:11]([C:10]1[CH:19]=[CH:20][C:21]2[N:22]=[C:28]([C:30]3[O:34][C:33]([C:35]([OH:37])=[O:36])=[CH:32][CH:31]=3)[NH:7][C:8]=2[CH:9]=1)(=[O:12])[C:13]1[CH:18]=[CH:17][CH:16]=[CH:15][CH:14]=1. The catalyst class is: 6.